This data is from Reaction yield outcomes from USPTO patents with 853,638 reactions. The task is: Predict the reaction yield, written as a fraction of the theoretical maximum amount of product (1.0 means a 100% yield; for example, 0.34 means a 34% yield). (1) The reactants are Cl[C:2]1[NH:10][C:9]2[C:4](=[N:5][CH:6]=[CH:7][CH:8]=2)[C:3]=1[C:11]#[N:12].[NH:13]1[CH2:17][CH:16]=[CH:15][CH2:14]1. No catalyst specified. The product is [N:13]1([C:2]2[NH:10][C:9]3[C:4](=[N:5][CH:6]=[CH:7][CH:8]=3)[C:3]=2[C:11]#[N:12])[CH2:17][CH:16]=[CH:15][CH2:14]1. The yield is 0.300. (2) The reactants are Br[C:2]1[CH:7]=[C:6]([O:8]C)[C:5](OC)=[C:4]([N+]([O-])=O)[C:3]=1Br.C([C:18]1[CH:23]=CC(B(O)O)=CC=1)#N.C([O-])([O-])=[O:28].[Na+].[Na+]. The catalyst is CCOC(C)=O.C1C=CC([P]([Pd]([P](C2C=CC=CC=2)(C2C=CC=CC=2)C2C=CC=CC=2)([P](C2C=CC=CC=2)(C2C=CC=CC=2)C2C=CC=CC=2)[P](C2C=CC=CC=2)(C2C=CC=CC=2)C2C=CC=CC=2)(C2C=CC=CC=2)C2C=CC=CC=2)=CC=1. The product is [CH3:5][CH2:6][O:8][C:18]([CH3:23])=[O:28].[CH3:6][CH2:7][CH2:2][CH2:3][CH2:4][CH3:5]. The yield is 0.770. (3) The reactants are [NH2:1][C:2]1[C:7]2=[C:8]([C:19]3[CH:20]=[CH:21][C:22]4[C:26]([CH:27]=3)=[N:25][N:24]([CH2:28][C:29]3[CH:34]=[CH:33][CH:32]=[CH:31][CH:30]=3)[CH:23]=4)[CH:9]=[C:10]([C:11]3[CH:12]=[C:13]([CH2:17]O)[CH:14]=[CH:15][CH:16]=3)[N:6]2[N:5]=[CH:4][N:3]=1.C1(P(C2C=CC=CC=2)C2C=CC=CC=2)C=CC=CC=1.C(Br)(Br)(Br)[Br:55]. The catalyst is O1CCCC1. The product is [CH2:28]([N:24]1[CH:23]=[C:22]2[C:26]([CH:27]=[C:19]([C:8]3[CH:9]=[C:10]([C:11]4[CH:16]=[CH:15][CH:14]=[C:13]([CH2:17][Br:55])[CH:12]=4)[N:6]4[C:7]=3[C:2]([NH2:1])=[N:3][CH:4]=[N:5]4)[CH:20]=[CH:21]2)=[N:25]1)[C:29]1[CH:34]=[CH:33][CH:32]=[CH:31][CH:30]=1. The yield is 0.900. (4) The reactants are [NH:1]([C:7]([O:9][C:10]([CH3:13])([CH3:12])[CH3:11])=[O:8])[C@H:2]([C:4]([OH:6])=O)[CH3:3].C(Cl)CCl.CCN(C(C)C)C(C)C.Cl.[CH3:28][NH:29][O:30][CH3:31]. The catalyst is C(Cl)Cl. The product is [C:10]([O:9][C:7](=[O:8])[NH:1][CH:2]([C:4](=[O:6])[N:29]([O:30][CH3:31])[CH3:28])[CH3:3])([CH3:13])([CH3:12])[CH3:11]. The yield is 0.530. (5) The reactants are [NH:1]1[CH2:4][CH:3]([CH2:5][N:6]([CH2:15][C:16]2[C:21]([CH3:22])=[CH:20][CH:19]=[CH:18][N:17]=2)[CH2:7][C:8]2[C:13]([CH3:14])=[CH:12][CH:11]=[CH:10][N:9]=2)[CH2:2]1.CCN(C(C)C)C(C)C.[C:32](Cl)(Cl)=[O:33].[NH2:36][OH:37].Cl.C([O-])(O)=O.[Na+]. The catalyst is C1(C)C=CC=CC=1. The product is [OH:37][NH:36][C:32]([N:1]1[CH2:4][CH:3]([CH2:5][N:6]([CH2:7][C:8]2[C:13]([CH3:14])=[CH:12][CH:11]=[CH:10][N:9]=2)[CH2:15][C:16]2[C:21]([CH3:22])=[CH:20][CH:19]=[CH:18][N:17]=2)[CH2:2]1)=[O:33]. The yield is 0.380. (6) The reactants are Cl.Cl.[C:3]([C:7]1[CH:12]=[CH:11][CH:10]=[CH:9][C:8]=1[N:13]1[CH2:18][CH2:17][NH:16][CH2:15][CH2:14]1)([CH3:6])([CH3:5])[CH3:4].[NH:19]1[C:23](=[O:24])[CH2:22][CH2:21][CH:20]1[C:25](O)=[O:26].C(N(CC)CC)C.CCN=C=NCCCN(C)C.C1C=CC2N(O)N=NC=2C=1. The catalyst is C(#N)C. The product is [C:3]([C:7]1[CH:12]=[CH:11][CH:10]=[CH:9][C:8]=1[N:13]1[CH2:18][CH2:17][N:16]([C:25]([CH:20]2[NH:19][C:23](=[O:24])[CH2:22][CH2:21]2)=[O:26])[CH2:15][CH2:14]1)([CH3:6])([CH3:4])[CH3:5]. The yield is 0.910. (7) The reactants are [C:1]([O:5][C:6](=[O:36])[NH:7][C:8]1([C:12]2[CH:17]=[CH:16][C:15]([C:18]3[C:27](=[O:28])[C:26]4[C:21](=[CH:22][CH:23]=[C:24](F)[CH:25]=4)[O:20][C:19]=3[C:30]3[CH:35]=[CH:34][CH:33]=[CH:32][CH:31]=3)=[CH:14][CH:13]=2)[CH2:11][CH2:10][CH2:9]1)([CH3:4])([CH3:3])[CH3:2].IC1C(=O)C2C(=C3C(=CC=2)[NH:46][C:45](=[O:53])[CH2:44][O:43]3)OC=1C1C=CC=CC=1. No catalyst specified. The product is [C:1]([O:5][C:6](=[O:36])[NH:7][C:8]1([C:12]2[CH:17]=[CH:16][C:15]([C:18]3[C:27](=[O:28])[C:26]4[C:21](=[C:22]5[C:23](=[CH:24][CH:25]=4)[NH:46][C:45](=[O:53])[CH2:44][O:43]5)[O:20][C:19]=3[C:30]3[CH:35]=[CH:34][CH:33]=[CH:32][CH:31]=3)=[CH:14][CH:13]=2)[CH2:11][CH2:10][CH2:9]1)([CH3:4])([CH3:3])[CH3:2]. The yield is 0.440.